Dataset: Peptide-MHC class II binding affinity with 134,281 pairs from IEDB. Task: Regression. Given a peptide amino acid sequence and an MHC pseudo amino acid sequence, predict their binding affinity value. This is MHC class II binding data. (1) The peptide sequence is NLALSIKYNKEGDSM. The MHC is HLA-DPA10301-DPB10402 with pseudo-sequence HLA-DPA10301-DPB10402. The binding affinity (normalized) is 0.382. (2) The peptide sequence is AASGADGTYDITKLG. The MHC is DRB3_0101 with pseudo-sequence DRB3_0101. The binding affinity (normalized) is 0.0679. (3) The peptide sequence is VHRGAVPRRGPRGGP. The MHC is DRB1_1501 with pseudo-sequence DRB1_1501. The binding affinity (normalized) is 0.219. (4) The peptide sequence is AFKVAATAAEAAPAN. The MHC is DRB1_0401 with pseudo-sequence DRB1_0401. The binding affinity (normalized) is 0.726. (5) The peptide sequence is VDGIIAAYQNPASWK. The MHC is DRB3_0202 with pseudo-sequence DRB3_0202. The binding affinity (normalized) is 0.426. (6) The peptide sequence is RCLVKEIPPRLLYAK. The MHC is DRB1_1101 with pseudo-sequence DRB1_1101. The binding affinity (normalized) is 0.414.